Dataset: Forward reaction prediction with 1.9M reactions from USPTO patents (1976-2016). Task: Predict the product of the given reaction. Given the reactants C([C:6]1[CH:16]=[CH:15][CH:14]=[CH:13][C:7]=1[CH:8]=[CH:9][C:10]([OH:12])=[O:11])(=O)CCC.[C:17](Cl)(=[O:21])[C:18](Cl)=O.[O:23]1CCOCC1.N1[CH:34]=[CH:33]C=CC=1, predict the reaction product. The product is: [C:10]([CH:9]=[CH:8][C:7]1[CH:13]=[CH:14][CH:15]=[CH:16][C:6]=1[O:23][C:17](=[O:21])[CH2:18][CH2:33][CH3:34])([OH:12])=[O:11].